The task is: Predict the product of the given reaction.. This data is from Forward reaction prediction with 1.9M reactions from USPTO patents (1976-2016). Given the reactants [C:1]1(=[CH:5][C:6]([OH:8])=O)[CH2:4][CH2:3][CH2:2]1.[CH3:9][C:10]1[C:11]([O:18][CH3:19])=[CH:12][CH:13]=[C:14]([C:16]=1[CH3:17])[NH2:15].CN(C)CCCN=C=NCC.C1(N=C=NC2CCCCC2)CCCCC1, predict the reaction product. The product is: [C:1]1(=[CH:5][C:6]([NH:15][C:14]2[CH:13]=[CH:12][C:11]([O:18][CH3:19])=[C:10]([CH3:9])[C:16]=2[CH3:17])=[O:8])[CH2:2][CH2:3][CH2:4]1.